From a dataset of Full USPTO retrosynthesis dataset with 1.9M reactions from patents (1976-2016). Predict the reactants needed to synthesize the given product. (1) Given the product [CH3:1][O:2][C:3]1[CH:8]=[CH:7][C:6]([O:9][CH3:10])=[CH:5][C:4]=1[C:11](=[O:29])[CH2:12][N:13]1[C:17]([C:18]([O:20][CH2:21][CH3:22])=[O:19])=[CH:16][C:15]([C:45]2[CH:37]=[CH:35][CH:36]=[CH:32][N:33]=2)=[N:14]1, predict the reactants needed to synthesize it. The reactants are: [CH3:1][O:2][C:3]1[CH:8]=[CH:7][C:6]([O:9][CH3:10])=[CH:5][C:4]=1[C:11](=[O:29])[CH2:12][N:13]1[C:17]([C:18]([O:20][CH2:21][CH3:22])=[O:19])=[CH:16][C:15](C2C=NC=CC=2)=[N:14]1.C[Si](C)(C)[C:32]1[CH:36]=[C:35]([C:37](OCC)=O)N[N:33]=1.Br[CH2:45]C(C1C=C(OC)C=CC=1OC)=O. (2) The reactants are: [F:1][C:2]([F:14])([F:13])[C:3]([C:6]1[NH:7][CH:8]=[CH:9][C:10](=[O:12])[CH:11]=1)([CH3:5])[CH3:4].OS(O)(=O)=O.[N+:20]([O-])([OH:22])=[O:21].[OH-].[Na+]. Given the product [N+:20]([C:9]1[C:10](=[O:12])[CH:11]=[C:6]([C:3]([CH3:5])([CH3:4])[C:2]([F:1])([F:13])[F:14])[NH:7][CH:8]=1)([O-:22])=[O:21], predict the reactants needed to synthesize it. (3) Given the product [O:46]1[CH2:45][C@@H:44]1[CH2:43][O:26][C:23]1[CH:22]=[CH:21][C:20]([C:17]([C:14]2[CH:13]=[CH:12][C:11]([O:10][CH2:9][C@H:8]([OH:7])[CH2:27][O:28][CH2:29][C:30]#[CH:31])=[CH:16][CH:15]=2)([CH3:19])[CH3:18])=[CH:25][CH:24]=1, predict the reactants needed to synthesize it. The reactants are: C(=O)([O-])[O-].[K+].[K+].[OH:7][C@H:8]([CH2:27][O:28][CH2:29][C:30]#[CH:31])[CH2:9][O:10][C:11]1[CH:16]=[CH:15][C:14]([C:17]([C:20]2[CH:25]=[CH:24][C:23]([OH:26])=[CH:22][CH:21]=2)([CH3:19])[CH3:18])=[CH:13][CH:12]=1.CC1C=CC(S(O[CH2:43][C@@H:44]2[O:46][CH2:45]2)(=O)=O)=CC=1. (4) Given the product [O:23]=[C:21]([N:32]1[CH2:33][CH2:34][O:35][CH:30]([C:24]2[CH:29]=[CH:28][CH:27]=[CH:26][CH:25]=2)[CH2:31]1)[CH2:20][N:3]1[CH2:4][CH2:5][CH2:6][C:7]([C:14]2[CH:15]=[CH:16][CH:17]=[CH:18][CH:19]=2)([C:8]2[CH:13]=[CH:12][CH:11]=[CH:10][CH:9]=2)[C:2]1=[O:1], predict the reactants needed to synthesize it. The reactants are: [O:1]=[C:2]1[C:7]([C:14]2[CH:19]=[CH:18][CH:17]=[CH:16][CH:15]=2)([C:8]2[CH:13]=[CH:12][CH:11]=[CH:10][CH:9]=2)[CH2:6][CH2:5][CH2:4][N:3]1[CH2:20][C:21]([OH:23])=O.[C:24]1([CH:30]2[O:35][CH2:34][CH2:33][NH:32][CH2:31]2)[CH:29]=[CH:28][CH:27]=[CH:26][CH:25]=1.C(N(C(C)C)CC)(C)C. (5) The reactants are: [CH3:1][N:2]1[C:7](=[O:8])[C:6]([NH:9][C:10]2[CH:15]=[CH:14][C:13]([N:16]3[CH2:21][CH2:20][N:19]([CH:22]4[CH2:25][O:24][CH2:23]4)[CH2:18][C@@H:17]3[CH3:26])=[CH:12][N:11]=2)=[CH:5][C:4]([C:27]2[CH:32]=[CH:31][N:30]=[C:29]([N:33]3[C:45](=[O:46])[C:44]4[S:43][C:42]5[CH2:41][CH2:40][CH2:39][CH2:38][C:37]=5[C:36]=4[CH:35]=[N:34]3)[C:28]=2[CH:47]=[O:48])=[CH:3]1.[BH4-].[Na+].O. Given the product [OH:48][CH2:47][C:28]1[C:29]([N:33]2[C:45](=[O:46])[C:44]3[S:43][C:42]4[CH2:41][CH2:40][CH2:39][CH2:38][C:37]=4[C:36]=3[CH:35]=[N:34]2)=[N:30][CH:31]=[CH:32][C:27]=1[C:4]1[CH:5]=[C:6]([NH:9][C:10]2[CH:15]=[CH:14][C:13]([N:16]3[CH2:21][CH2:20][N:19]([CH:22]4[CH2:23][O:24][CH2:25]4)[CH2:18][C@@H:17]3[CH3:26])=[CH:12][N:11]=2)[C:7](=[O:8])[N:2]([CH3:1])[CH:3]=1, predict the reactants needed to synthesize it. (6) Given the product [NH:28]([C:53]([O:55][C:56]([CH3:57])([CH3:59])[CH3:58])=[O:54])[C@H:29]([C:45]([NH:47][C@H:48]([C:50]([NH:1][C@H:2]([C:13]([NH:15][CH2:16][CH2:17][CH2:18][CH2:19][NH:20][C:21]([O:23][C:24]([CH3:27])([CH3:26])[CH3:25])=[O:22])=[O:14])[CH2:3][C:4]1[C:12]2[C:7](=[CH:8][CH:9]=[CH:10][CH:11]=2)[NH:6][CH:5]=1)=[O:51])[CH3:49])=[O:46])[CH2:30][C:31]1[CH:36]=[CH:35][C:34]([O:37][CH2:38][C:39]2[CH:44]=[CH:43][CH:42]=[CH:41][CH:40]=2)=[CH:33][CH:32]=1, predict the reactants needed to synthesize it. The reactants are: [NH2:1][C@H:2]([C:13]([NH:15][CH2:16][CH2:17][CH2:18][CH2:19][NH:20][C:21]([O:23][C:24]([CH3:27])([CH3:26])[CH3:25])=[O:22])=[O:14])[CH2:3][C:4]1[C:12]2[C:7](=[CH:8][CH:9]=[CH:10][CH:11]=2)[NH:6][CH:5]=1.[NH:28]([C:53]([O:55][C:56]([CH3:59])([CH3:58])[CH3:57])=[O:54])[C@H:29]([C:45]([NH:47][C@H:48]([C:50](O)=[O:51])[CH3:49])=[O:46])[CH2:30][C:31]1[CH:36]=[CH:35][C:34]([O:37][CH2:38][C:39]2[CH:44]=[CH:43][CH:42]=[CH:41][CH:40]=2)=[CH:33][CH:32]=1.C(Cl)CCl.C1C=CC2N(O)N=NC=2C=1. (7) Given the product [Br:12][C:5]1[CH:6]=[CH:7][C:2]([OH:1])=[C:3]([C:8]([F:9])([F:10])[F:11])[CH:4]=1, predict the reactants needed to synthesize it. The reactants are: [OH:1][C:2]1[CH:7]=[CH:6][CH:5]=[CH:4][C:3]=1[C:8]([F:11])([F:10])[F:9].[Br:12]Br.S([O-])([O-])(=O)=S.[Na+].[Na+]. (8) Given the product [CH3:29][CH:5]([CH3:4])[CH2:6][CH2:1][N:7]([CH2:21][CH2:22][CH:23]([CH3:24])[CH3:28])[C:8](=[O:20])[NH:9][C:10]1[S:11][C:12]([S:15][CH2:16][CH2:17][C:44]([OH:54])=[O:43])=[CH:13][N:14]=1, predict the reactants needed to synthesize it. The reactants are: [CH:1]1([N:7]([CH2:21][CH2:22][C:23]2[CH:28]=CC=C[CH:24]=2)[C:8](=[O:20])[NH:9][C:10]2[S:11][C:12]([S:15][CH2:16][C:17](O)=O)=[CH:13][N:14]=2)[CH2:6][CH2:5][CH2:4]CC1.[CH:29](=O)CC(C)C.CC(C)CCN.C([O:43][C:44](=[O:54])C(SC1SC(N)=NC=1)C)C.